From a dataset of Catalyst prediction with 721,799 reactions and 888 catalyst types from USPTO. Predict which catalyst facilitates the given reaction. (1) Reactant: [CH3:1][O:2][C:3]1[C:8]([CH:9]=[O:10])=[CH:7][CH:6]=[CH:5][N:4]=1.[OH-].[K+].[N+:13]([CH2:15][C:16]([N:18]1[CH2:22][CH2:21][CH2:20][CH2:19]1)=[O:17])#[C-:14]. Product: [CH3:1][O:2][C:3]1[C:8]([C@@H:9]2[O:10][CH:14]=[N:13][C@H:15]2[C:16]([N:18]2[CH2:22][CH2:21][CH2:20][CH2:19]2)=[O:17])=[CH:7][CH:6]=[CH:5][N:4]=1. The catalyst class is: 5. (2) Reactant: [NH2:1][C:2]1[CH:3]=[C:4]([C:8]#[C:9][C:10]2[C:11]([NH2:17])=[N:12][CH:13]=[N:14][C:15]=2[NH2:16])[CH:5]=[CH:6][CH:7]=1.C(N(CC)CC)C.[C:25]([C:29]1[O:33][N:32]=[C:31]([NH:34][C:35](=O)[O:36]C2C=CC=CC=2)[CH:30]=1)([CH3:28])([CH3:27])[CH3:26]. Product: [C:25]([C:29]1[O:33][N:32]=[C:31]([NH:34][C:35]([NH:1][C:2]2[CH:7]=[CH:6][CH:5]=[C:4]([C:8]#[C:9][C:10]3[C:15]([NH2:16])=[N:14][CH:13]=[N:12][C:11]=3[NH2:17])[CH:3]=2)=[O:36])[CH:30]=1)([CH3:28])([CH3:26])[CH3:27]. The catalyst class is: 1.